From a dataset of NCI-60 drug combinations with 297,098 pairs across 59 cell lines. Regression. Given two drug SMILES strings and cell line genomic features, predict the synergy score measuring deviation from expected non-interaction effect. (1) Drug 1: C1CN1P(=S)(N2CC2)N3CC3. Drug 2: B(C(CC(C)C)NC(=O)C(CC1=CC=CC=C1)NC(=O)C2=NC=CN=C2)(O)O. Cell line: MOLT-4. Synergy scores: CSS=95.4, Synergy_ZIP=0.662, Synergy_Bliss=0.732, Synergy_Loewe=-0.225, Synergy_HSA=0.692. (2) Drug 1: C1=NC2=C(N1)C(=S)N=CN2. Drug 2: CC1CCCC2(C(O2)CC(NC(=O)CC(C(C(=O)C(C1O)C)(C)C)O)C(=CC3=CSC(=N3)C)C)C. Cell line: OVCAR-4. Synergy scores: CSS=67.0, Synergy_ZIP=7.11, Synergy_Bliss=5.69, Synergy_Loewe=6.66, Synergy_HSA=10.1. (3) Drug 1: CCC1(CC2CC(C3=C(CCN(C2)C1)C4=CC=CC=C4N3)(C5=C(C=C6C(=C5)C78CCN9C7C(C=CC9)(C(C(C8N6C)(C(=O)OC)O)OC(=O)C)CC)OC)C(=O)OC)O.OS(=O)(=O)O. Drug 2: C1CN(CCN1C(=O)CCBr)C(=O)CCBr. Cell line: K-562. Synergy scores: CSS=42.9, Synergy_ZIP=-0.828, Synergy_Bliss=2.20, Synergy_Loewe=-5.40, Synergy_HSA=7.80. (4) Drug 1: CC(CN1CC(=O)NC(=O)C1)N2CC(=O)NC(=O)C2. Drug 2: C#CCC(CC1=CN=C2C(=N1)C(=NC(=N2)N)N)C3=CC=C(C=C3)C(=O)NC(CCC(=O)O)C(=O)O. Cell line: SF-295. Synergy scores: CSS=19.2, Synergy_ZIP=-9.18, Synergy_Bliss=-6.93, Synergy_Loewe=-4.72, Synergy_HSA=-4.91. (5) Drug 1: C1=CC(=CC=C1CCCC(=O)O)N(CCCl)CCCl. Drug 2: CCC1(CC2CC(C3=C(CCN(C2)C1)C4=CC=CC=C4N3)(C5=C(C=C6C(=C5)C78CCN9C7C(C=CC9)(C(C(C8N6C)(C(=O)OC)O)OC(=O)C)CC)OC)C(=O)OC)O.OS(=O)(=O)O. Cell line: NCI-H226. Synergy scores: CSS=25.7, Synergy_ZIP=-11.1, Synergy_Bliss=-8.67, Synergy_Loewe=-25.4, Synergy_HSA=-7.36. (6) Drug 1: CCC1=CC2CC(C3=C(CN(C2)C1)C4=CC=CC=C4N3)(C5=C(C=C6C(=C5)C78CCN9C7C(C=CC9)(C(C(C8N6C)(C(=O)OC)O)OC(=O)C)CC)OC)C(=O)OC.C(C(C(=O)O)O)(C(=O)O)O. Drug 2: CCN(CC)CCCC(C)NC1=C2C=C(C=CC2=NC3=C1C=CC(=C3)Cl)OC. Cell line: OVCAR3. Synergy scores: CSS=71.4, Synergy_ZIP=2.78, Synergy_Bliss=3.68, Synergy_Loewe=-5.10, Synergy_HSA=3.85. (7) Drug 1: CC(C1=C(C=CC(=C1Cl)F)Cl)OC2=C(N=CC(=C2)C3=CN(N=C3)C4CCNCC4)N. Drug 2: CN(C(=O)NC(C=O)C(C(C(CO)O)O)O)N=O. Cell line: OVCAR-5. Synergy scores: CSS=-5.75, Synergy_ZIP=9.19, Synergy_Bliss=-12.4, Synergy_Loewe=-19.3, Synergy_HSA=-13.7. (8) Drug 1: C1CCC(CC1)NC(=O)N(CCCl)N=O. Drug 2: CC1CCC2CC(C(=CC=CC=CC(CC(C(=O)C(C(C(=CC(C(=O)CC(OC(=O)C3CCCCN3C(=O)C(=O)C1(O2)O)C(C)CC4CCC(C(C4)OC)O)C)C)O)OC)C)C)C)OC. Cell line: HS 578T. Synergy scores: CSS=16.5, Synergy_ZIP=-5.96, Synergy_Bliss=-6.74, Synergy_Loewe=-4.53, Synergy_HSA=-1.48. (9) Drug 1: C1=NC2=C(N1)C(=S)N=CN2. Drug 2: C(CCl)NC(=O)N(CCCl)N=O. Cell line: NCI-H522. Synergy scores: CSS=15.1, Synergy_ZIP=-6.58, Synergy_Bliss=-8.22, Synergy_Loewe=-32.2, Synergy_HSA=-8.49. (10) Drug 1: C1CCC(CC1)NC(=O)N(CCCl)N=O. Drug 2: CC1C(C(CC(O1)OC2CC(CC3=C2C(=C4C(=C3O)C(=O)C5=C(C4=O)C(=CC=C5)OC)O)(C(=O)CO)O)N)O.Cl. Cell line: UACC-257. Synergy scores: CSS=50.7, Synergy_ZIP=2.48, Synergy_Bliss=3.63, Synergy_Loewe=4.08, Synergy_HSA=5.18.